Regression. Given two drug SMILES strings and cell line genomic features, predict the synergy score measuring deviation from expected non-interaction effect. From a dataset of NCI-60 drug combinations with 297,098 pairs across 59 cell lines. (1) Drug 1: CC1C(C(CC(O1)OC2CC(CC3=C2C(=C4C(=C3O)C(=O)C5=C(C4=O)C(=CC=C5)OC)O)(C(=O)CO)O)N)O.Cl. Drug 2: CC(C)NC(=O)C1=CC=C(C=C1)CNNC.Cl. Cell line: SK-MEL-5. Synergy scores: CSS=17.7, Synergy_ZIP=1.97, Synergy_Bliss=9.02, Synergy_Loewe=11.2, Synergy_HSA=9.09. (2) Drug 1: CN(C)C1=NC(=NC(=N1)N(C)C)N(C)C. Drug 2: C1=CN(C(=O)N=C1N)C2C(C(C(O2)CO)O)O.Cl. Cell line: OVCAR3. Synergy scores: CSS=26.5, Synergy_ZIP=-7.25, Synergy_Bliss=0.845, Synergy_Loewe=-73.5, Synergy_HSA=-1.28. (3) Drug 1: CCN(CC)CCCC(C)NC1=C2C=C(C=CC2=NC3=C1C=CC(=C3)Cl)OC. Drug 2: C(CN)CNCCSP(=O)(O)O. Cell line: BT-549. Synergy scores: CSS=12.2, Synergy_ZIP=-3.56, Synergy_Bliss=-1.55, Synergy_Loewe=-30.6, Synergy_HSA=0.0220. (4) Cell line: MCF7. Drug 2: CC1C(C(CC(O1)OC2CC(CC3=C2C(=C4C(=C3O)C(=O)C5=C(C4=O)C(=CC=C5)OC)O)(C(=O)CO)O)N)O.Cl. Drug 1: CCC(=C(C1=CC=CC=C1)C2=CC=C(C=C2)OCCN(C)C)C3=CC=CC=C3.C(C(=O)O)C(CC(=O)O)(C(=O)O)O. Synergy scores: CSS=31.4, Synergy_ZIP=-4.16, Synergy_Bliss=-0.798, Synergy_Loewe=-0.338, Synergy_HSA=2.10. (5) Drug 1: CC(CN1CC(=O)NC(=O)C1)N2CC(=O)NC(=O)C2. Drug 2: CC1CCC2CC(C(=CC=CC=CC(CC(C(=O)C(C(C(=CC(C(=O)CC(OC(=O)C3CCCCN3C(=O)C(=O)C1(O2)O)C(C)CC4CCC(C(C4)OC)OCCO)C)C)O)OC)C)C)C)OC. Cell line: LOX IMVI. Synergy scores: CSS=40.3, Synergy_ZIP=-1.03, Synergy_Bliss=0.797, Synergy_Loewe=6.52, Synergy_HSA=6.97. (6) Drug 1: CC1=C2C(C(=O)C3(C(CC4C(C3C(C(C2(C)C)(CC1OC(=O)C(C(C5=CC=CC=C5)NC(=O)OC(C)(C)C)O)O)OC(=O)C6=CC=CC=C6)(CO4)OC(=O)C)OC)C)OC. Drug 2: CCC1=CC2CC(C3=C(CN(C2)C1)C4=CC=CC=C4N3)(C5=C(C=C6C(=C5)C78CCN9C7C(C=CC9)(C(C(C8N6C)(C(=O)OC)O)OC(=O)C)CC)OC)C(=O)OC.C(C(C(=O)O)O)(C(=O)O)O. Cell line: COLO 205. Synergy scores: CSS=75.6, Synergy_ZIP=1.23, Synergy_Bliss=-0.905, Synergy_Loewe=-1.17, Synergy_HSA=1.04. (7) Drug 1: CN(C)N=NC1=C(NC=N1)C(=O)N. Drug 2: C1C(C(OC1N2C=NC3=C2NC=NCC3O)CO)O. Cell line: 786-0. Synergy scores: CSS=3.19, Synergy_ZIP=-2.13, Synergy_Bliss=-3.63, Synergy_Loewe=-5.91, Synergy_HSA=-3.10. (8) Drug 1: C1=NC2=C(N=C(N=C2N1C3C(C(C(O3)CO)O)O)F)N. Drug 2: CC1CCCC2(C(O2)CC(NC(=O)CC(C(C(=O)C(C1O)C)(C)C)O)C(=CC3=CSC(=N3)C)C)C. Cell line: IGROV1. Synergy scores: CSS=18.2, Synergy_ZIP=0.645, Synergy_Bliss=-4.14, Synergy_Loewe=-24.6, Synergy_HSA=-8.00.